Predict the reactants needed to synthesize the given product. From a dataset of Full USPTO retrosynthesis dataset with 1.9M reactions from patents (1976-2016). (1) The reactants are: CN1CCOCC1.C(OC(Cl)=O)C(C)C.[C:16]([NH:19][C@H:20]([CH2:24][OH:25])[C:21]([OH:23])=O)(=[O:18])[CH3:17].[CH2:26]([NH2:33])[C:27]1[CH:32]=[CH:31][CH:30]=[CH:29][CH:28]=1. Given the product [C:16]([NH:19][C@H:20]([CH2:24][OH:25])[C:21]([NH:33][CH2:26][C:27]1[CH:32]=[CH:31][CH:30]=[CH:29][CH:28]=1)=[O:23])(=[O:18])[CH3:17], predict the reactants needed to synthesize it. (2) The reactants are: [Cl:1][C:2]1[CH:7]=[CH:6][C:5]([C:8](=[O:19])[NH:9][CH:10]([C:13]2[CH:18]=[CH:17][CH:16]=[CH:15][CH:14]=2)[CH2:11][OH:12])=[CH:4][C:3]=1[NH:20][C:21]([C:23]1[C:34](=[O:35])[NH:33][C:26]2[N:27]=[C:28]([S:31][CH3:32])[N:29]=[CH:30][C:25]=2[CH:24]=1)=[O:22].[OH2:36].C[OH:38].OOS([O-])=O.[K+]. Given the product [Cl:1][C:2]1[CH:7]=[CH:6][C:5]([C:8](=[O:19])[NH:9][CH:10]([C:13]2[CH:14]=[CH:15][CH:16]=[CH:17][CH:18]=2)[CH2:11][OH:12])=[CH:4][C:3]=1[NH:20][C:21]([C:23]1[C:34](=[O:35])[NH:33][C:26]2[N:27]=[C:28]([S:31]([CH3:32])(=[O:38])=[O:36])[N:29]=[CH:30][C:25]=2[CH:24]=1)=[O:22], predict the reactants needed to synthesize it. (3) Given the product [Cl:1][C:2]1[CH:7]=[CH:6][C:5]([CH2:8][NH:9][C:10](=[O:15])[C:11]([CH3:14])([CH3:13])[CH3:12])=[CH:4][C:3]=1[N:16]1[C:34](=[O:35])[NH:33][C:31]([C:30]2[CH:36]=[CH:37][C:27]([C:26]([F:39])([F:38])[F:25])=[CH:28][CH:29]=2)=[N:17]1, predict the reactants needed to synthesize it. The reactants are: [Cl:1][C:2]1[CH:7]=[CH:6][C:5]([CH2:8][NH:9][C:10](=[O:15])[C:11]([CH3:14])([CH3:13])[CH3:12])=[CH:4][C:3]=1[NH:16][NH:17]C(OC(C)(C)C)=O.[F:25][C:26]([F:39])([F:38])[C:27]1[CH:37]=[CH:36][C:30]([C:31]([N:33]=[C:34]=[O:35])=O)=[CH:29][CH:28]=1.FC(F)(F)C(O)=O. (4) Given the product [CH3:26][O:25][C:23]([C:21]1[N:20]([CH:4]2[C:3]3[C:7](=[CH:8][CH:9]=[CH:10][C:2]=3[Cl:1])[CH:6]([O:11][C:12](=[O:14])[CH3:13])[C:5]2([CH3:16])[CH3:15])[CH:19]=[N:18][CH:22]=1)=[O:24], predict the reactants needed to synthesize it. The reactants are: [Cl:1][C:2]1[CH:10]=[CH:9][CH:8]=[C:7]2[C:3]=1[CH:4](O)[C:5]([CH3:16])([CH3:15])[CH:6]2[O:11][C:12](=[O:14])[CH3:13].[NH:18]1[CH:22]=[C:21]([C:23]([O:25][CH3:26])=[O:24])[N:20]=[CH:19]1.C1(P(C2C=CC=CC=2)C2C=CC=CC=2)C=CC=CC=1.N(C(OC(C)(C)C)=O)=NC(OC(C)(C)C)=O.Cl.O1CCOCC1. (5) Given the product [CH2:14]([O:5][CH2:4][C:8]1[CH:13]=[CH:12][CH:11]=[CH:10][CH:9]=1)[C:11]1[CH:12]=[CH:13][CH:8]=[CH:9][CH:10]=1, predict the reactants needed to synthesize it. The reactants are: CN([CH:4]=[O:5])C.[H-].[Na+].[CH:8]1[CH:13]=[CH:12][C:11]([CH2:14]Br)=[CH:10][CH:9]=1.[NH4+].[Cl-].